From a dataset of Catalyst prediction with 721,799 reactions and 888 catalyst types from USPTO. Predict which catalyst facilitates the given reaction. (1) Reactant: [OH:1][C@H:2]([C:19]1[C:23]([CH3:24])=[CH:22][S:21][CH:20]=1)[C@@H:3]1[CH2:7][CH2:6][C:5](=[O:8])[N:4]1[CH2:9][CH2:10][NH:11][C:12](=[O:18])[O:13][C:14]([CH3:17])([CH3:16])[CH3:15].CCN(CC)CC.[CH3:32][S:33](Cl)(=[O:35])=[O:34]. Product: [CH3:32][S:33]([O:1][C@@H:2]([C@@H:3]1[CH2:7][CH2:6][C:5](=[O:8])[N:4]1[CH2:9][CH2:10][NH:11][C:12]([O:13][C:14]([CH3:15])([CH3:16])[CH3:17])=[O:18])[C:19]1[C:23]([CH3:24])=[CH:22][S:21][CH:20]=1)(=[O:35])=[O:34]. The catalyst class is: 2. (2) Reactant: [CH2:1]([O:3][C:4]([C:6]1[S:16][C:9]2[N:10]=[C:11]([NH2:15])[N:12]=[C:13](Cl)[C:8]=2[CH:7]=1)=[O:5])[CH3:2].[CH3:17][N:18]1[C:23]2[CH:24]=[CH:25][C:26]([CH:28]=[O:29])=[CH:27][C:22]=2[O:21][CH2:20][CH2:19]1.[Br-].C(N1C=C[N+](C)=C1)C.[H-].[Na+]. Product: [CH2:1]([O:3][C:4]([C:6]1[S:16][C:9]2[N:10]=[C:11]([NH2:15])[N:12]=[C:13]([C:28]([C:26]3[CH:25]=[CH:24][C:23]4[N:18]([CH3:17])[CH2:19][CH2:20][O:21][C:22]=4[CH:27]=3)=[O:29])[C:8]=2[CH:7]=1)=[O:5])[CH3:2]. The catalyst class is: 3. (3) Product: [C:1]1(=[O:22])[N:5]([CH:6]([C:11]2[CH:16]=[CH:15][CH:14]=[CH:13][CH:12]=2)[CH2:7][C:8]([NH2:25])=[O:9])[C:4](=[O:17])[C@H:3]2[CH2:18][CH2:19][CH2:20][CH2:21][C@@H:2]12. The catalyst class is: 7. Reactant: [C:1]1(=[O:22])[N:5]([CH:6]([C:11]2[CH:16]=[CH:15][CH:14]=[CH:13][CH:12]=2)[CH2:7][C:8](O)=[O:9])[C:4](=[O:17])[C@H:3]2[CH2:18][CH2:19][CH2:20][CH2:21][C@@H:2]12.C(N1C=CN=C1)([N:25]1C=CN=C1)=O.[OH-].[NH4+]. (4) Reactant: FC(F)(F)S([O:6][C:7]1[CH:16]=[CH:15][C:14]2[O:13][C@@:12]3([CH3:21])[CH2:17][CH2:18][CH2:19][O:20][C@@H:11]3[C@:10]3([CH2:25][O:24][C:23]([NH2:26])=[N:22]3)[C:9]=2[CH:8]=1)(=O)=O.C(=O)=O.B(Br)(Br)Br.C([O-])(O)=O.[Na+].[Na+].[Cl-]. Product: [NH2:26][C:23]1[O:24][CH2:25][C@:10]2([N:22]=1)[C:9]1[CH:8]=[C:7]([OH:6])[CH:16]=[CH:15][C:14]=1[O:13][C@@:12]1([CH3:21])[CH2:17][CH2:18][CH2:19][O:20][C@H:11]21. The catalyst class is: 2. (5) Reactant: Br[C:2]1[C:3]([NH2:9])=[N:4][CH:5]=[C:6]([Br:8])[N:7]=1.[C:10]1([C@@H:16]([NH2:18])[CH3:17])[CH:15]=[CH:14][CH:13]=[CH:12][CH:11]=1. Product: [Br:8][C:6]1[N:7]=[C:2]([NH:18][CH:16]([C:10]2[CH:15]=[CH:14][CH:13]=[CH:12][CH:11]=2)[CH3:17])[C:3]([NH2:9])=[N:4][CH:5]=1. The catalyst class is: 12. (6) The catalyst class is: 4. Reactant: [F:1][C:2]1[CH:34]=[CH:33][C:5]([O:6][C:7]2[CH:28]=[CH:27][C:26]([C:29]([F:32])([F:31])[F:30])=[CH:25][C:8]=2[C:9]([NH:11][C:12]2[CH:24]=[CH:23][C:15]([C:16]([O:18]C(C)(C)C)=[O:17])=[CH:14][CH:13]=2)=[O:10])=[C:4]([CH3:35])[CH:3]=1.C(O)(C(F)(F)F)=O. Product: [F:1][C:2]1[CH:34]=[CH:33][C:5]([O:6][C:7]2[CH:28]=[CH:27][C:26]([C:29]([F:30])([F:31])[F:32])=[CH:25][C:8]=2[C:9]([NH:11][C:12]2[CH:13]=[CH:14][C:15]([C:16]([OH:18])=[O:17])=[CH:23][CH:24]=2)=[O:10])=[C:4]([CH3:35])[CH:3]=1. (7) Reactant: [C:1]([O:5][C:6]([N:8]1[CH2:13][CH2:12][CH2:11][C@H:10]([O:14]S(C)(=O)=O)[CH2:9]1)=[O:7])([CH3:4])([CH3:3])[CH3:2].[CH3:19][O:20][C:21](=[O:29])[C:22]1[CH:27]=[C:26](O)[CH:25]=[N:24][CH:23]=1.C([O-])([O-])=O.[Cs+].[Cs+]. Product: [C:1]([O:5][C:6]([N:8]1[CH2:13][CH2:12][CH2:11][C@@H:10]([O:14][C:26]2[CH:25]=[N:24][CH:23]=[C:22]([CH:27]=2)[C:21]([O:20][CH3:19])=[O:29])[CH2:9]1)=[O:7])([CH3:4])([CH3:3])[CH3:2]. The catalyst class is: 3. (8) Reactant: CC(C)=O.[CH:5]1[C:15]2[CH:14]=[CH:13][C:12]3[CH:16]=[CH:17][CH:18]=[CH:19][C:11]=3[C:10](=[C:20]3[CH2:25][CH2:24][N:23]([CH2:26][CH2:27][CH2:28][O:29][C:30]([C:32]4[CH:37]([C:38]5[CH:43]=[CH:42][CH:41]=[C:40]([Cl:44])[CH:39]=5)[C:36]([C:45]([OH:47])=[O:46])=[C:35]([CH3:48])[NH:34][C:33]=4[CH3:49])=[O:31])[CH2:22][CH2:21]3)[C:9]=2[CH:8]=[CH:7][CH:6]=1.[N+]([O-])([O-])=O.[NH4+].[Ce]. Product: [Cl:44][C:40]1[CH:39]=[C:38]([C:37]2[C:36]([C:45]([OH:47])=[O:46])=[C:35]([CH3:48])[N:34]=[C:33]([CH3:49])[C:32]=2[C:30]([O:29][CH2:28][CH2:27][CH2:26][N:23]2[CH2:22][CH2:21][C:20](=[C:10]3[C:9]4[CH:8]=[CH:7][CH:6]=[CH:5][C:15]=4[CH:14]=[CH:13][C:12]4[CH:16]=[CH:17][CH:18]=[CH:19][C:11]3=4)[CH2:25][CH2:24]2)=[O:31])[CH:43]=[CH:42][CH:41]=1. The catalyst class is: 6.